Dataset: Catalyst prediction with 721,799 reactions and 888 catalyst types from USPTO. Task: Predict which catalyst facilitates the given reaction. (1) Reactant: [Br:1][C:2]1[CH:3]=[C:4]([C:8](O)([CH3:16])[CH2:9][C:10]2[CH:15]=[CH:14][CH:13]=[CH:12][CH:11]=2)[CH:5]=[CH:6][CH:7]=1.[ClH:18]. Product: [Br:1][C:2]1[CH:7]=[CH:6][CH:5]=[C:4]([C:8]([Cl:18])([CH3:16])[CH2:9][C:10]2[CH:15]=[CH:14][CH:13]=[CH:12][CH:11]=2)[CH:3]=1. The catalyst class is: 2. (2) Reactant: [C:1]([N:4]1[C@@H:10]([CH3:11])[C@H:9]([NH:12][C:13](=[O:25])[C@@H:14]([N:16](C)[C:17](=O)OC(C)(C)C)[CH3:15])[C:8](=[O:26])[N:7]([CH2:27][C:28]2[CH:29]=[C:30]([C:36]3[CH:41]=[CH:40][CH:39]=[CH:38][C:37]=3[F:42])[CH:31]=[CH:32][C:33]=2[O:34][CH3:35])[C:6]2[CH:43]=[CH:44][C:45]([C:47]#[N:48])=[CH:46][C:5]1=2)(=[O:3])[CH3:2].[ClH:49]. Product: [ClH:49].[C:1]([N:4]1[C@@H:10]([CH3:11])[C@H:9]([NH:12][C:13](=[O:25])[C@@H:14]([NH:16][CH3:17])[CH3:15])[C:8](=[O:26])[N:7]([CH2:27][C:28]2[CH:29]=[C:30]([C:36]3[CH:41]=[CH:40][CH:39]=[CH:38][C:37]=3[F:42])[CH:31]=[CH:32][C:33]=2[O:34][CH3:35])[C:6]2[CH:43]=[CH:44][C:45]([C:47]#[N:48])=[CH:46][C:5]1=2)(=[O:3])[CH3:2]. The catalyst class is: 440. (3) Reactant: [Li+].CC([N-]C(C)C)C.[CH2:9]([O:11][C:12]([C:14]1[N:15]=[C:16]([Br:22])[N:17]([CH:19]([CH3:21])[CH3:20])[CH:18]=1)=[O:13])[CH3:10].[Cl:23][C:24]1[CH:31]=[CH:30][C:27]([CH:28]=[O:29])=[CH:26][CH:25]=1.CCOCC.CCCCCC. Product: [CH2:9]([O:11][C:12]([C:14]1[N:15]=[C:16]([Br:22])[N:17]([CH:19]([CH3:21])[CH3:20])[C:18]=1[CH:28]([C:27]1[CH:30]=[CH:31][C:24]([Cl:23])=[CH:25][CH:26]=1)[OH:29])=[O:13])[CH3:10]. The catalyst class is: 1. (4) Reactant: [C:1]([O:5][C:6](=[O:32])[NH:7][C:8]1[CH:13]=[CH:12][C:11]([O:14][C:15]2[CH:20]=[CH:19][C:18]([S:21]([CH2:24][CH:25]3[CH2:27]O3)(=[O:23])=[O:22])=[CH:17][CH:16]=2)=[CH:10][C:9]=1[O:28][CH2:29][O:30][CH3:31])([CH3:4])([CH3:3])[CH3:2].NC(N)=[S:35]. Product: [C:1]([O:5][C:6](=[O:32])[NH:7][C:8]1[CH:13]=[CH:12][C:11]([O:14][C:15]2[CH:16]=[CH:17][C:18]([S:21]([CH2:24][CH:25]3[CH2:27][S:35]3)(=[O:23])=[O:22])=[CH:19][CH:20]=2)=[CH:10][C:9]=1[O:28][CH2:29][O:30][CH3:31])([CH3:4])([CH3:3])[CH3:2]. The catalyst class is: 61. (5) The catalyst class is: 4. Reactant: FC(F)(F)C(O)=O.[N:8]([CH2:11][C@H:12]1[O:16][C:15](=[O:17])[N:14]([C:18]2[CH:23]=[CH:22][C:21]([C:24]([O:26]C(C)(C)C)=[O:25])=[C:20]([F:31])[CH:19]=2)[CH2:13]1)=[N+:9]=[N-:10]. Product: [N:8]([CH2:11][C@H:12]1[O:16][C:15](=[O:17])[N:14]([C:18]2[CH:23]=[CH:22][C:21]([C:24]([OH:26])=[O:25])=[C:20]([F:31])[CH:19]=2)[CH2:13]1)=[N+:9]=[N-:10].